Dataset: Catalyst prediction with 721,799 reactions and 888 catalyst types from USPTO. Task: Predict which catalyst facilitates the given reaction. Reactant: Cl.CN.[Cl:4][C:5]1[CH:10]=[CH:9][CH:8]=[C:7]([Cl:11])[C:6]=1[S:12](Cl)(=[O:14])=[O:13].[CH2:16]([N:18](CC)CC)C. Product: [Cl:4][C:5]1[CH:10]=[CH:9][CH:8]=[C:7]([Cl:11])[C:6]=1[S:12]([NH:18][CH3:16])(=[O:14])=[O:13]. The catalyst class is: 4.